Dataset: Full USPTO retrosynthesis dataset with 1.9M reactions from patents (1976-2016). Task: Predict the reactants needed to synthesize the given product. Given the product [CH:21]1([CH2:20][O:19][C:5]2[CH:4]=[CH:3][C:2]([C:33]([F:36])([F:35])[F:34])=[CH:7][C:6]=2[CH2:8][C:9]2[S:10][CH:11]=[C:12]([C:14]([O:16][CH2:17][CH3:18])=[O:15])[N:13]=2)[CH2:25][CH2:24][CH2:23][CH2:22]1, predict the reactants needed to synthesize it. The reactants are: Cl[C:2]1[CH:3]=[CH:4][C:5]([O:19][CH2:20][CH:21]2[CH2:25][CH2:24][CH2:23][CH2:22]2)=[C:6]([CH2:8][C:9]2[S:10][CH:11]=[C:12]([C:14]([O:16][CH2:17][CH3:18])=[O:15])[N:13]=2)[CH:7]=1.OC1C=CC([C:33]([F:36])([F:35])[F:34])=CC=1CC1SC=C(C(OCC)=O)N=1.C1(CO)CCCC1.